Dataset: NCI-60 drug combinations with 297,098 pairs across 59 cell lines. Task: Regression. Given two drug SMILES strings and cell line genomic features, predict the synergy score measuring deviation from expected non-interaction effect. Drug 1: CC1=C(C(CCC1)(C)C)C=CC(=CC=CC(=CC(=O)O)C)C. Drug 2: C1CC(C1)(C(=O)O)C(=O)O.[NH2-].[NH2-].[Pt+2]. Cell line: UACC-257. Synergy scores: CSS=6.82, Synergy_ZIP=-4.11, Synergy_Bliss=-3.12, Synergy_Loewe=-3.22, Synergy_HSA=-1.31.